From a dataset of Catalyst prediction with 721,799 reactions and 888 catalyst types from USPTO. Predict which catalyst facilitates the given reaction. (1) Reactant: [OH:1][C:2]1[CH:12]=[CH:11][C:5]([O:6][CH2:7][C:8](O)=[O:9])=[CH:4][CH:3]=1.O1CCCC1.B. Product: [OH:9][CH2:8][CH2:7][O:6][C:5]1[CH:11]=[CH:12][C:2]([OH:1])=[CH:3][CH:4]=1. The catalyst class is: 7. (2) Reactant: [N:1]1[CH:6]=[C:5]([C:7]([OH:9])=[O:8])[CH:4]=[CH:3][C:2]=1[C:10]([OH:12])=[O:11].[CH2:13](O)[CH3:14].S(=O)(=O)(O)O. Product: [CH2:13]([O:11][C:10]([C:2]1[CH:3]=[CH:4][C:5]([C:7]([OH:9])=[O:8])=[CH:6][N:1]=1)=[O:12])[CH3:14]. The catalyst class is: 6. (3) Reactant: [F:1][C:2]1[CH:16]=[CH:15][CH:14]=[C:13]([F:17])[C:3]=1[CH2:4][O:5][C:6]1[C:7]([NH2:12])=[N:8][CH:9]=[CH:10][CH:11]=1.Cl[CH:19]([C:25]([CH:27]1[CH2:29][CH2:28]1)=O)[C:20]([O:22][CH2:23][CH3:24])=[O:21].CS(C)=O.O. Product: [CH:27]1([C:25]2[N:12]=[C:7]3[C:6]([O:5][CH2:4][C:3]4[C:13]([F:17])=[CH:14][CH:15]=[CH:16][C:2]=4[F:1])=[CH:11][CH:10]=[CH:9][N:8]3[C:19]=2[C:20]([O:22][CH2:23][CH3:24])=[O:21])[CH2:29][CH2:28]1. The catalyst class is: 357. (4) Reactant: C[O:2][C:3]([C:5]1[N:29]([CH:30]([CH2:33][CH3:34])[CH2:31][CH3:32])[C:8]2[N:9]=[C:10]([NH:13][C:14]3[CH:19]=[CH:18][C:17]([N:20]4[CH2:25][CH2:24][N:23]([C:26](=[O:28])[CH3:27])[CH2:22][CH2:21]4)=[CH:16][CH:15]=3)[N:11]=[CH:12][C:7]=2[CH:6]=1)=[O:4].[Li+].[OH-]. Product: [C:26]([N:23]1[CH2:22][CH2:21][N:20]([C:17]2[CH:18]=[CH:19][C:14]([NH:13][C:10]3[N:11]=[CH:12][C:7]4[CH:6]=[C:5]([C:3]([OH:4])=[O:2])[N:29]([CH:30]([CH2:31][CH3:32])[CH2:33][CH3:34])[C:8]=4[N:9]=3)=[CH:15][CH:16]=2)[CH2:25][CH2:24]1)(=[O:28])[CH3:27]. The catalyst class is: 5.